Dataset: Forward reaction prediction with 1.9M reactions from USPTO patents (1976-2016). Task: Predict the product of the given reaction. (1) Given the reactants [Cl:1][C:2]1[CH:7]=[C:6](Cl)[CH:5]=[C:4]([Cl:9])[N:3]=1.[CH3:10][O-:11].[Na+], predict the reaction product. The product is: [Cl:1][C:2]1[CH:7]=[C:6]([O:11][CH3:10])[CH:5]=[C:4]([Cl:9])[N:3]=1. (2) Given the reactants C(OP([CH2:9][C:10]([O:12][CH2:13][CH3:14])=[O:11])(OCC)=O)C.[H-].[Na+].[NH:17]1[CH:21]=[CH:20][CH:19]=[C:18]1[CH:22]=O.[NH4+].[Cl-].O, predict the reaction product. The product is: [NH:17]1[CH:21]=[CH:20][CH:19]=[C:18]1[CH:22]=[CH:9][C:10]([O:12][CH2:13][CH3:14])=[O:11]. (3) Given the reactants [C:1]([C:5]1[C:13]2[O:12][C:11](=[O:14])[CH:10](O)[C:9]=2[CH:8]=[C:7]([CH3:16])[CH:6]=1)([CH3:4])([CH3:3])[CH3:2].S(Cl)(Cl)=O.Cl, predict the reaction product. The product is: [C:1]([C:5]1[C:13]2[O:12][C:11](=[O:14])[C:10](=[C:10]3[C:9]4[CH:8]=[C:7]([CH3:16])[CH:6]=[C:5]([C:1]([CH3:2])([CH3:3])[CH3:4])[C:13]=4[O:12][C:11]3=[O:14])[C:9]=2[CH:8]=[C:7]([CH3:16])[CH:6]=1)([CH3:4])([CH3:3])[CH3:2]. (4) Given the reactants [CH:1]1([N:6]2[CH2:11][CH2:10][CH:9]([CH2:12][CH2:13][CH2:14][C:15]([NH:17][OH:18])=[NH:16])[CH2:8][CH2:7]2)[CH2:5][CH2:4][CH2:3][CH2:2]1.[CH3:19][S:20]([C:23]1[CH:31]=[CH:30][C:26]([C:27]([Cl:29])=O)=[CH:25][CH:24]=1)(=[O:22])=[O:21], predict the reaction product. The product is: [ClH:29].[CH:1]1([N:6]2[CH2:7][CH2:8][CH:9]([CH2:12][CH2:13][CH2:14][C:15]3[N:16]=[C:27]([C:26]4[CH:25]=[CH:24][C:23]([S:20]([CH3:19])(=[O:22])=[O:21])=[CH:31][CH:30]=4)[O:18][N:17]=3)[CH2:10][CH2:11]2)[CH2:2][CH2:3][CH2:4][CH2:5]1. (5) Given the reactants [O:1]([C:8]1[CH:9]=[C:10]([N:14]([CH2:22][C:23]2[CH:28]=[CH:27][CH:26]=[C:25](Br)[CH:24]=2)[CH2:15][CH:16]([OH:21])[C:17]([F:20])([F:19])[F:18])[CH:11]=[CH:12][CH:13]=1)[C:2]1[CH:7]=[CH:6][CH:5]=[CH:4][CH:3]=1.[F:30][C:31]([F:42])([F:41])[C:32]1[CH:37]=[CH:36][CH:35]=[CH:34][C:33]=1B(O)O.C([O-])([O-])=O.[K+].[K+].O(C1C=C(CC(NCC2C=C(C3C=CC=CC=3C(F)(F)F)C=CC=2)(O)C(F)(F)F)C=CC=1)C1C=CC=CC=1, predict the reaction product. The product is: [O:1]([C:8]1[CH:9]=[C:10]([N:14]([CH2:22][C:23]2[CH:24]=[C:25]([C:33]3[CH:34]=[CH:35][CH:36]=[CH:37][C:32]=3[C:31]([F:42])([F:41])[F:30])[CH:26]=[CH:27][CH:28]=2)[CH2:15][CH:16]([OH:21])[C:17]([F:20])([F:19])[F:18])[CH:11]=[CH:12][CH:13]=1)[C:2]1[CH:7]=[CH:6][CH:5]=[CH:4][CH:3]=1. (6) Given the reactants ClCC([O:5][C@@H:6]1[CH2:10][CH2:9][C:8]([F:12])([F:11])[C@H:7]1[N:13]([CH2:18][C:19]1[CH:24]=[CH:23][CH:22]=[CH:21][CH:20]=1)[C:14](=[O:17])[CH2:15][Cl:16])=O.C([O-])([O-])=O.[K+].[K+], predict the reaction product. The product is: [CH2:18]([N:13]([C@H:7]1[C@H:6]([OH:5])[CH2:10][CH2:9][C:8]1([F:11])[F:12])[C:14](=[O:17])[CH2:15][Cl:16])[C:19]1[CH:20]=[CH:21][CH:22]=[CH:23][CH:24]=1. (7) Given the reactants [C:1]([C:4]1[C:22](=[O:23])[C@@:8]2([CH3:24])[C:9]3[C:15]([OH:16])=[CH:14][C:13]([O:17][CH3:18])=[C:12]([C:19]([NH2:21])=[O:20])[C:10]=3[O:11][C:7]2=[CH:6][C:5]=1[OH:25])(=[O:3])[CH3:2].[F:26][C:27]1[CH:36]=[C:35]([F:37])[CH:34]=[C:33]2[C:28]=1[CH:29]=[CH:30][C:31]([CH3:40])=[C:32]2[CH:38]=O.C([SiH](CC)CC)C.FC(F)(F)C(O)=O, predict the reaction product. The product is: [C:1]([C:4]1[C:22](=[O:23])[C@@:8]2([CH3:24])[C:9]3[C:15]([OH:16])=[CH:14][C:13]([O:17][CH3:18])=[C:12]([C:19]([NH:21][CH2:38][C:32]4[C:33]5[C:28](=[C:27]([F:26])[CH:36]=[C:35]([F:37])[CH:34]=5)[CH:29]=[CH:30][C:31]=4[CH3:40])=[O:20])[C:10]=3[O:11][C:7]2=[CH:6][C:5]=1[OH:25])(=[O:3])[CH3:2]. (8) Given the reactants [Cl:1]C1C=CC2OC3C=CC=CC=3[C@H]3C(=[O:13])N(C)C[C@@H]3C=2C=1.[Cl:22][C:23]1[CH:24]=[CH:25][C:26]2[O:37][C:36]3[CH:38]=[CH:39][CH:40]=[CH:41][C:35]=3[C@@H:29]3[C:30](=[O:34])[N:31]([CH3:33])[CH2:32][C@@H:28]3[C:27]=2[CH:42]=1.[OH-].[K+], predict the reaction product. The product is: [ClH:1].[Cl:22][C:23]1[CH:24]=[CH:25][C:26]2[O:37][C:36]3[CH:38]=[CH:39][CH:40]=[CH:41][C:35]=3[C@@H:29]([C:30]([OH:34])=[O:13])[C@H:28]([CH2:32][NH:31][CH3:33])[C:27]=2[CH:42]=1.